This data is from Full USPTO retrosynthesis dataset with 1.9M reactions from patents (1976-2016). The task is: Predict the reactants needed to synthesize the given product. (1) Given the product [Cl:22][C:7]1[C:8]([C:12]([NH:14][CH2:15][CH:16]2[CH2:21][CH2:20][CH2:19][CH2:18][CH2:17]2)=[O:13])=[C:9]2[C:4](=[CH:5][CH:6]=1)[N:3]=[C:2]([N:23]1[CH2:28][CH2:27][CH:26]([C:29]([O:31][CH2:32][CH3:33])=[O:30])[CH2:25][CH2:24]1)[CH:11]=[CH:10]2, predict the reactants needed to synthesize it. The reactants are: Cl[C:2]1[CH:11]=[CH:10][C:9]2[C:8]([C:12]([NH:14][CH2:15][CH:16]3[CH2:21][CH2:20][CH2:19][CH2:18][CH2:17]3)=[O:13])=[C:7]([Cl:22])[CH:6]=[CH:5][C:4]=2[N:3]=1.[NH:23]1[CH2:28][CH2:27][CH:26]([C:29]([O:31][CH2:32][CH3:33])=[O:30])[CH2:25][CH2:24]1. (2) Given the product [CH:33]1([N:23]2[CH2:24][CH2:25][CH:20]([C:18]3[N:19]=[C:12]4[N:13]([C:14](=[O:16])[NH:15][C:10]([C:4]5[CH:5]=[CH:6][C:7]([Cl:9])=[CH:8][C:3]=5[Cl:2])=[CH:11]4)[N:17]=3)[CH2:21][CH2:22]2)[CH2:35][CH2:34]1, predict the reactants needed to synthesize it. The reactants are: Cl.[Cl:2][C:3]1[CH:8]=[C:7]([Cl:9])[CH:6]=[CH:5][C:4]=1[C:10]1[NH:15][C:14](=[O:16])[N:13]2[N:17]=[C:18]([CH:20]3[CH2:25][CH2:24][NH:23][CH2:22][CH2:21]3)[N:19]=[C:12]2[CH:11]=1.C(O)(=O)C.C(O[C:33]1(O[Si](C)(C)C)[CH2:35][CH2:34]1)C.[Na].